From a dataset of Reaction yield outcomes from USPTO patents with 853,638 reactions. Predict the reaction yield, written as a fraction of the theoretical maximum amount of product (1.0 means a 100% yield; for example, 0.34 means a 34% yield). (1) The reactants are [F:1][C:2]1[CH:7]=[CH:6][C:5]([C:8]2[O:9][C:10]3[C:11](=[C:13]([C:17]([O:19]C)=[O:18])[CH:14]=[CH:15][CH:16]=3)[N:12]=2)=[CH:4][CH:3]=1.[OH-].[Na+].O.Cl. The catalyst is C1COCC1. The product is [F:1][C:2]1[CH:3]=[CH:4][C:5]([C:8]2[O:9][C:10]3[C:11](=[C:13]([C:17]([OH:19])=[O:18])[CH:14]=[CH:15][CH:16]=3)[N:12]=2)=[CH:6][CH:7]=1. The yield is 0.790. (2) The reactants are C(NC(C)C)(C)C.C([Li])CCC.[CH3:13][C@@H:14]1[C@H:18]([C:19]2[CH:24]=[CH:23][CH:22]=[CH:21][CH:20]=2)[O:17][C:16](=[O:25])[N:15]1[C:26](=[O:35])[CH2:27][CH2:28][C@H:29]([CH3:34])[CH2:30][CH2:31][CH2:32][CH3:33].Br[CH2:37][C:38]([O:40][C:41]([CH3:44])([CH3:43])[CH3:42])=[O:39]. The catalyst is C1COCC1. The product is [C:41]([O:40][C:38](=[O:39])[CH2:37][C@@H:27]([C:26]([N:15]1[C@H:14]([CH3:13])[C@H:18]([C:19]2[CH:24]=[CH:23][CH:22]=[CH:21][CH:20]=2)[O:17][C:16]1=[O:25])=[O:35])[CH2:28][C@H:29]([CH3:34])[CH2:30][CH2:31][CH2:32][CH3:33])([CH3:44])([CH3:43])[CH3:42]. The yield is 0.610. (3) The reactants are CC1(C)C(C)(C)OB([C:9]2[CH:10]=[CH:11][C:12]3[O:18][CH2:17][CH2:16][N:15]([C:19]([O:21][C:22]([CH3:25])([CH3:24])[CH3:23])=[O:20])[CH2:14][C:13]=3[CH:26]=2)O1.Br[C:29]1[S:33][CH:32]=[N:31][CH:30]=1.C(=O)([O-])[O-].[K+].[K+]. The catalyst is CN(C)C(=O)C.O.C(OCC)(=O)C.C1(P(C2C=CC=CC=2)[C-]2C=CC=C2)C=CC=CC=1.[C-]1(P(C2C=CC=CC=2)C2C=CC=CC=2)C=CC=C1.[Fe+2].Cl[Pd]Cl. The product is [S:33]1[C:29]([C:9]2[CH:10]=[CH:11][C:12]3[O:18][CH2:17][CH2:16][N:15]([C:19]([O:21][C:22]([CH3:23])([CH3:24])[CH3:25])=[O:20])[CH2:14][C:13]=3[CH:26]=2)=[CH:30][N:31]=[CH:32]1. The yield is 0.700.